Dataset: NCI-60 drug combinations with 297,098 pairs across 59 cell lines. Task: Regression. Given two drug SMILES strings and cell line genomic features, predict the synergy score measuring deviation from expected non-interaction effect. (1) Drug 1: CC1=C2C(C(=O)C3(C(CC4C(C3C(C(C2(C)C)(CC1OC(=O)C(C(C5=CC=CC=C5)NC(=O)OC(C)(C)C)O)O)OC(=O)C6=CC=CC=C6)(CO4)OC(=O)C)OC)C)OC. Drug 2: C1CC(=O)NC(=O)C1N2CC3=C(C2=O)C=CC=C3N. Cell line: TK-10. Synergy scores: CSS=51.1, Synergy_ZIP=7.11, Synergy_Bliss=7.07, Synergy_Loewe=-10.9, Synergy_HSA=7.42. (2) Drug 1: CC12CCC3C(C1CCC2O)C(CC4=C3C=CC(=C4)O)CCCCCCCCCS(=O)CCCC(C(F)(F)F)(F)F. Drug 2: CCN(CC)CCCC(C)NC1=C2C=C(C=CC2=NC3=C1C=CC(=C3)Cl)OC. Cell line: 786-0. Synergy scores: CSS=8.26, Synergy_ZIP=-4.94, Synergy_Bliss=-0.357, Synergy_Loewe=-17.9, Synergy_HSA=-2.04. (3) Drug 1: CS(=O)(=O)OCCCCOS(=O)(=O)C. Drug 2: C1CN(P(=O)(OC1)NCCCl)CCCl. Cell line: COLO 205. Synergy scores: CSS=17.4, Synergy_ZIP=0.952, Synergy_Bliss=-0.600, Synergy_Loewe=-8.36, Synergy_HSA=-6.66. (4) Drug 1: CC1=C(N=C(N=C1N)C(CC(=O)N)NCC(C(=O)N)N)C(=O)NC(C(C2=CN=CN2)OC3C(C(C(C(O3)CO)O)O)OC4C(C(C(C(O4)CO)O)OC(=O)N)O)C(=O)NC(C)C(C(C)C(=O)NC(C(C)O)C(=O)NCCC5=NC(=CS5)C6=NC(=CS6)C(=O)NCCC[S+](C)C)O. Drug 2: C#CCC(CC1=CN=C2C(=N1)C(=NC(=N2)N)N)C3=CC=C(C=C3)C(=O)NC(CCC(=O)O)C(=O)O. Cell line: EKVX. Synergy scores: CSS=5.57, Synergy_ZIP=-1.06, Synergy_Bliss=1.18, Synergy_Loewe=-0.389, Synergy_HSA=-0.504. (5) Drug 1: CC1=CC=C(C=C1)C2=CC(=NN2C3=CC=C(C=C3)S(=O)(=O)N)C(F)(F)F. Synergy scores: CSS=-1.19, Synergy_ZIP=7.39, Synergy_Bliss=5.52, Synergy_Loewe=0.467, Synergy_HSA=0.537. Drug 2: C1=NC(=NC(=O)N1C2C(C(C(O2)CO)O)O)N. Cell line: EKVX. (6) Drug 1: CC12CCC(CC1=CCC3C2CCC4(C3CC=C4C5=CN=CC=C5)C)O. Drug 2: CC1=CC2C(CCC3(C2CCC3(C(=O)C)OC(=O)C)C)C4(C1=CC(=O)CC4)C. Cell line: SR. Synergy scores: CSS=11.6, Synergy_ZIP=-6.07, Synergy_Bliss=-7.39, Synergy_Loewe=-27.4, Synergy_HSA=-8.41. (7) Drug 1: C1C(C(OC1N2C=NC3=C(N=C(N=C32)Cl)N)CO)O. Drug 2: CC1CCCC2(C(O2)CC(NC(=O)CC(C(C(=O)C(C1O)C)(C)C)O)C(=CC3=CSC(=N3)C)C)C. Cell line: SR. Synergy scores: CSS=62.6, Synergy_ZIP=-2.38, Synergy_Bliss=-4.03, Synergy_Loewe=-3.26, Synergy_HSA=-2.21.